Task: Predict the reaction yield, written as a fraction of the theoretical maximum amount of product (1.0 means a 100% yield; for example, 0.34 means a 34% yield).. Dataset: Reaction yield outcomes from USPTO patents with 853,638 reactions (1) The reactants are Cl[C:2]1[N:7]=[C:6]([C:8]2[S:12][C:11]([CH:13]([CH3:15])[CH3:14])=[N:10][C:9]=2[C:16]2[CH:17]=[C:18]([NH:22][S:23]([C:26]3[CH:31]=[CH:30][CH:29]=[CH:28][CH:27]=3)(=[O:25])=[O:24])[CH:19]=[CH:20][CH:21]=2)[CH:5]=[CH:4][N:3]=1.[N:32]1([C:38]2[N:43]=[CH:42][C:41]([NH2:44])=[CH:40][CH:39]=2)[CH2:37][CH2:36][O:35][CH2:34][CH2:33]1. The catalyst is C(O)CCC.CO. The product is [CH3:14][CH:13]([C:11]1[S:12][C:8]([C:6]2[CH:5]=[CH:4][N:3]=[C:2]([NH:44][C:41]3[CH:42]=[N:43][C:38]([N:32]4[CH2:33][CH2:34][O:35][CH2:36][CH2:37]4)=[CH:39][CH:40]=3)[N:7]=2)=[C:9]([C:16]2[CH:17]=[C:18]([NH:22][S:23]([C:26]3[CH:31]=[CH:30][CH:29]=[CH:28][CH:27]=3)(=[O:25])=[O:24])[CH:19]=[CH:20][CH:21]=2)[N:10]=1)[CH3:15]. The yield is 0.900. (2) The reactants are [Br:1][C:2]1[CH:10]=[CH:9][C:5]([C:6]([OH:8])=[O:7])=[CH:4][C:3]=1[OH:11].C(=O)([O-])[O-].[Cs+].[Cs+].Br[CH2:19][CH2:20][CH2:21][CH3:22]. The catalyst is CN(C=O)C.O. The product is [Br:1][C:2]1[CH:10]=[CH:9][C:5]([C:6]([O:8][CH2:19][CH2:20][CH2:21][CH3:22])=[O:7])=[CH:4][C:3]=1[O:11][CH2:10][CH2:2][CH2:3][CH3:4]. The yield is 0.668. (3) The reactants are C([N:8]1[CH2:13][CH2:12][N:11]2[CH2:14][C@H:15]([CH2:18][N:19]3[C:27]4[C:22](=[CH:23][CH:24]=[CH:25][CH:26]=4)[CH2:21][C:20]3=[O:28])[CH2:16][CH2:17][C@H:10]2[CH2:9]1)(OC(C)(C)C)=O.[ClH:29]. The catalyst is C(Cl)(Cl)Cl.C(OCC)C. The product is [ClH:29].[ClH:29].[CH2:9]1[NH:8][CH2:13][CH2:12][N:11]2[CH2:14][C@H:15]([CH2:18][N:19]3[C:27]4[C:22](=[CH:23][CH:24]=[CH:25][CH:26]=4)[CH2:21][C:20]3=[O:28])[CH2:16][CH2:17][C@@H:10]12. The yield is 1.00. (4) The reactants are [O:1]=[C:2]1[C:11]2[C:6](=[CH:7][CH:8]=[C:9]([C:12]3[CH:26]=[CH:25][C:15]([CH2:16][N:17]4[CH2:20][CH:19]([C:21]([O:23]C)=[O:22])[CH2:18]4)=[CH:14][CH:13]=3)[CH:10]=2)[O:5][C:4]([C:27]2[CH:32]=[CH:31][CH:30]=[CH:29][CH:28]=2)=[CH:3]1.COC(C1CN(CC2C=CC(OCC3C4C=C(Cl)C=CC=4OC=3)=CC=2)C1)=O. No catalyst specified. The product is [O:1]=[C:2]1[C:11]2[C:6](=[CH:7][CH:8]=[C:9]([C:12]3[CH:26]=[CH:25][C:15]([CH2:16][N:17]4[CH2:20][CH:19]([C:21]([OH:23])=[O:22])[CH2:18]4)=[CH:14][CH:13]=3)[CH:10]=2)[O:5][C:4]([C:27]2[CH:32]=[CH:31][CH:30]=[CH:29][CH:28]=2)=[CH:3]1. The yield is 0.360. (5) The reactants are OC[C:3]1[CH:4]=[C:5]([CH:19]=[CH:20][C:21]=1[C:22]1[CH:27]=[CH:26][N:25]=[C:24]2[NH:28][C:29]([C:31]3[CH:32]=[N:33][N:34]([CH3:36])[CH:35]=3)=[N:30][C:23]=12)[CH2:6][NH:7][C:8](C1ON=C(C(C)(C)C)N=1)=[O:9].[F:37]C1C=C(C2C=CN=C3NC(C4C=NN(C)C=4)=NC=23)C=CC=1CN.[Na].[C:62]([C:66]1[O:70][N:69]=[C:68](C(O)=O)[N:67]=1)([CH3:65])([CH3:64])[CH3:63].C1CN([P+](Br)(N2CCCC2)N2CCCC2)CC1.F[P-](F)(F)(F)(F)F.CN(C=O)C.CCN(C(C)C)C(C)C. No catalyst specified. The product is [F:37][C:4]1[CH:3]=[C:21]([C:22]2[CH:27]=[CH:26][N:25]=[C:24]3[NH:28][C:29]([C:31]4[CH:32]=[N:33][N:34]([CH3:36])[CH:35]=4)=[N:30][C:23]=23)[CH:20]=[CH:19][C:5]=1[CH2:6][NH:7][C:8]([C:68]1[N:67]=[C:66]([C:62]([CH3:65])([CH3:64])[CH3:63])[O:70][N:69]=1)=[O:9]. The yield is 0.590.